Dataset: Reaction yield outcomes from USPTO patents with 853,638 reactions. Task: Predict the reaction yield, written as a fraction of the theoretical maximum amount of product (1.0 means a 100% yield; for example, 0.34 means a 34% yield). (1) No catalyst specified. The product is [CH3:1][N:2]([CH3:32])[C:3]([C:5]1[N:26]([CH:27]2[CH2:31][CH2:30][CH2:29][CH2:28]2)[C:8]2[N:9]=[C:10]([NH:13][C:14]3[CH:19]=[CH:18][C:17]([N:20]4[CH2:21][CH2:22][N:23]([CH2:33][C@@H:34]([OH:35])[CH3:36])[CH2:24][CH2:25]4)=[CH:16][N:15]=3)[N:11]=[CH:12][C:7]=2[CH:6]=1)=[O:4]. The reactants are [CH3:1][N:2]([CH3:32])[C:3]([C:5]1[N:26]([CH:27]2[CH2:31][CH2:30][CH2:29][CH2:28]2)[C:8]2[N:9]=[C:10]([NH:13][C:14]3[CH:19]=[CH:18][C:17]([N:20]4[CH2:25][CH2:24][NH:23][CH2:22][CH2:21]4)=[CH:16][N:15]=3)[N:11]=[CH:12][C:7]=2[CH:6]=1)=[O:4].[CH3:33][C@H:34]1[CH2:36][O:35]1. The yield is 0.160. (2) The reactants are [Si:1]([O:8][CH:9]([C:18]([F:21])([F:20])[F:19])[CH2:10][CH2:11][C:12]1[CH:17]=[CH:16][CH:15]=[CH:14][N:13]=1)([C:4]([CH3:7])([CH3:6])[CH3:5])([CH3:3])[CH3:2].[Li+].[CH3:23]C([N-]C(C)C)C.CI. The catalyst is C1COCC1. The product is [Si:1]([O:8][CH:9]([C:18]([F:19])([F:21])[F:20])[CH2:10][CH:11]([C:12]1[CH:17]=[CH:16][CH:15]=[CH:14][N:13]=1)[CH3:23])([C:4]([CH3:7])([CH3:6])[CH3:5])([CH3:3])[CH3:2]. The yield is 0.890. (3) The reactants are N(C(OCC)=O)=NC(OCC)=O.[Cl:13][C:14]1[C:23]2[C:18](=[CH:19][C:20]([O:25][CH3:26])=[C:21]([OH:24])[CH:22]=2)[N:17]=[CH:16][N:15]=1.C1(P(C2C=CC=CC=2)C2C=CC=CC=2)C=CC=CC=1.[C:46]([O:50][C:51]([N:53]1[CH2:58][CH2:57][CH2:56][CH:55](O)[CH2:54]1)=[O:52])([CH3:49])([CH3:48])[CH3:47]. The catalyst is ClCCl. The product is [Cl:13][C:14]1[C:23]2[C:18](=[CH:19][C:20]([O:25][CH3:26])=[C:21]([O:24][CH:57]3[CH2:56][CH2:55][CH2:54][N:53]([C:51]([O:50][C:46]([CH3:49])([CH3:48])[CH3:47])=[O:52])[CH2:58]3)[CH:22]=2)[N:17]=[CH:16][N:15]=1. The yield is 0.530. (4) The reactants are [C:1]([O:5][C:6]([N:8]1[CH2:13][CH2:12][CH:11]([N:14]2[CH2:27][C:19]3[C:20]4[CH:21]=[N:22][NH:23][C:24]=4[CH:25]=[CH:26][C:18]=3[CH2:17][C@@H:16]([NH:28]C(OCC3C=CC=CC=3)=O)[C:15]2=[O:39])[CH2:10][CH2:9]1)=[O:7])([CH3:4])([CH3:3])[CH3:2].[C:40]([OH:43])(=[O:42])[CH3:41].[H][H]. The catalyst is [Pd].CO. The product is [C:40]([OH:43])(=[O:42])[CH3:41].[C:1]([O:5][C:6]([N:8]1[CH2:9][CH2:10][CH:11]([N:14]2[CH2:27][C:19]3[C:20]4[CH:21]=[N:22][NH:23][C:24]=4[CH:25]=[CH:26][C:18]=3[CH2:17][C@@H:16]([NH2:28])[C:15]2=[O:39])[CH2:12][CH2:13]1)=[O:7])([CH3:4])([CH3:2])[CH3:3]. The yield is 1.00. (5) The reactants are CS(O[CH:6]1[CH2:11][CH2:10][CH:9]([O:12][C:13]2[C:18]([F:19])=[CH:17][C:16]([C:20]3[CH:25]=[CH:24][C:23]([S:26]([CH3:29])(=[O:28])=[O:27])=[CH:22][CH:21]=3)=[CH:15][C:14]=2[F:30])[CH2:8][CH2:7]1)(=O)=O.[N-:31]=[N+:32]=[N-:33].[Na+]. The catalyst is CN(C=O)C. The product is [N:31]([CH:6]1[CH2:11][CH2:10][CH:9]([O:12][C:13]2[C:18]([F:19])=[CH:17][C:16]([C:20]3[CH:25]=[CH:24][C:23]([S:26]([CH3:29])(=[O:28])=[O:27])=[CH:22][CH:21]=3)=[CH:15][C:14]=2[F:30])[CH2:8][CH2:7]1)=[N+:32]=[N-:33]. The yield is 0.930. (6) The reactants are [CH2:1]([NH:8][CH:9]([CH3:16])[CH2:10][C:11]([O:13][CH2:14][CH3:15])=[O:12])[C:2]1[CH:7]=[CH:6][CH:5]=[CH:4][CH:3]=1.Br[CH2:18][C:19]([O:21][CH3:22])=[O:20].C(=O)([O-])[O-].[K+].[K+]. The catalyst is C(#N)C. The product is [CH2:1]([N:8]([CH2:18][C:19]([O:21][CH3:22])=[O:20])[CH:9]([CH3:16])[CH2:10][C:11]([O:13][CH2:14][CH3:15])=[O:12])[C:2]1[CH:7]=[CH:6][CH:5]=[CH:4][CH:3]=1. The yield is 0.820. (7) The reactants are [CH2:1]([O:6][C:7]1[CH:12]=[CH:11][CH:10]=[CH:9][CH:8]=1)[CH2:2][CH2:3][CH2:4][CH3:5].[Cl:13][S:14](O)(=[O:16])=[O:15]. The catalyst is C(Cl)Cl. The product is [CH2:1]([O:6][C:7]1[CH:8]=[CH:9][C:10]([S:14]([Cl:13])(=[O:16])=[O:15])=[CH:11][CH:12]=1)[CH2:2][CH2:3][CH2:4][CH3:5]. The yield is 0.600. (8) The reactants are Cl[C:2]1[CH:7]=[CH:6][C:5]([N+:8]([O-:10])=[O:9])=[CH:4][N:3]=1.[NH2:11][CH2:12][CH2:13][NH:14][C:15]1[N:20]=[C:19]([C:21]2[CH:26]=[CH:25][C:24]([Cl:27])=[CH:23][C:22]=2[Cl:28])[C:18]([CH2:29][OH:30])=[CH:17][N:16]=1. The product is [Cl:28][C:22]1[CH:23]=[C:24]([Cl:27])[CH:25]=[CH:26][C:21]=1[C:19]1[C:18]([CH2:29][OH:30])=[CH:17][N:16]=[C:15]([NH:14][CH2:13][CH2:12][NH:11][C:2]2[CH:7]=[CH:6][C:5]([N+:8]([O-:10])=[O:9])=[CH:4][N:3]=2)[N:20]=1. The catalyst is CO.C(Cl)Cl. The yield is 0.510. (9) The reactants are [CH2:1]([O:5][C:6]1[N:14]=[C:13]2[C:9]([N:10]=[C:11]([O:23][CH3:24])[N:12]2[CH2:15][C:16]2[CH:21]=[CH:20][C:19]([OH:22])=[CH:18][CH:17]=2)=[C:8]([NH2:25])[N:7]=1)[CH2:2][CH2:3][CH3:4].Br[CH2:27][CH2:28][CH2:29][CH2:30][Cl:31].C(=O)([O-])[O-].[K+].[K+]. The catalyst is CN(C=O)C. The product is [CH2:1]([O:5][C:6]1[N:14]=[C:13]2[C:9]([N:10]=[C:11]([O:23][CH3:24])[N:12]2[CH2:15][C:16]2[CH:21]=[CH:20][C:19]([O:22][CH2:27][CH2:28][CH2:29][CH2:30][Cl:31])=[CH:18][CH:17]=2)=[C:8]([NH2:25])[N:7]=1)[CH2:2][CH2:3][CH3:4]. The yield is 0.790.